This data is from Full USPTO retrosynthesis dataset with 1.9M reactions from patents (1976-2016). The task is: Predict the reactants needed to synthesize the given product. (1) Given the product [CH2:36]([O:35][C:33]([C:22]([CH:14]1[C:13]2[N:9]([CH2:8][C:4]3[CH:5]=[CH:6][CH:7]=[C:2]([I:1])[CH:3]=3)[C:10]([CH:19]([CH3:21])[CH3:20])=[N:11][C:12]=2[CH2:17][CH2:16][CH2:15]1)([C:23]([O:25][CH2:26][CH3:27])=[O:24])[C:28]([O:30][CH2:31][CH3:32])=[O:29])=[O:34])[CH3:37], predict the reactants needed to synthesize it. The reactants are: [I:1][C:2]1[CH:3]=[C:4]([CH2:8][N:9]2[C:13]3[CH:14](O)[CH2:15][CH2:16][CH2:17][C:12]=3[N:11]=[C:10]2[CH:19]([CH3:21])[CH3:20])[CH:5]=[CH:6][CH:7]=1.[CH:22]([C:33]([O:35][CH2:36][CH3:37])=[O:34])([C:28]([O:30][CH2:31][CH3:32])=[O:29])[C:23]([O:25][CH2:26][CH3:27])=[O:24].CP(C)C.CC(OC(/N=N/C(OC(C)C)=O)=O)C. (2) Given the product [NH2:12][C:11]1[N:7]2[N:6]=[C:5]([C:1]([CH3:4])([CH3:3])[CH3:2])[CH:9]=[C:8]2[N:10]=[CH:19][C:13]=1[C:14]([O:16][CH2:17][CH3:18])=[O:15], predict the reactants needed to synthesize it. The reactants are: [C:1]([C:5]1[CH:9]=[C:8]([NH2:10])[NH:7][N:6]=1)([CH3:4])([CH3:3])[CH3:2].[C:11]([C:13](=[CH:19]OCC)[C:14]([O:16][CH2:17][CH3:18])=[O:15])#[N:12]. (3) The reactants are: [C:1]([O:5][C:6](=[O:34])[N:7]([C:16]1[S:17][C@:18]2([CH2:32][OH:33])[C@H:20]([C@:21]([C:24]3[CH:29]=[C:28]([Br:30])[CH:27]=[CH:26][C:25]=3[F:31])([CH3:23])[N:22]=1)[CH2:19]2)[CH2:8][O:9][CH2:10][CH2:11][Si:12]([CH3:15])([CH3:14])[CH3:13])([CH3:4])([CH3:3])[CH3:2].[CH3:35][Si]([N-][Si](C)(C)C)(C)C.[Na+].IC. Given the product [C:1]([O:5][C:6](=[O:34])[N:7]([C:16]1[S:17][C@:18]2([CH2:32][O:33][CH3:35])[C@H:20]([C@:21]([C:24]3[CH:29]=[C:28]([Br:30])[CH:27]=[CH:26][C:25]=3[F:31])([CH3:23])[N:22]=1)[CH2:19]2)[CH2:8][O:9][CH2:10][CH2:11][Si:12]([CH3:15])([CH3:14])[CH3:13])([CH3:2])([CH3:4])[CH3:3], predict the reactants needed to synthesize it. (4) Given the product [Cl:12][C:7]1[CH:6]=[CH:5][C:4]2[C:9](=[CH:10][CH:11]=[C:2]([B:13]3[O:17][C:16]([CH3:19])([CH3:18])[C:15]([CH3:21])([CH3:20])[O:14]3)[CH:3]=2)[N:8]=1, predict the reactants needed to synthesize it. The reactants are: Br[C:2]1[CH:3]=[C:4]2[C:9](=[CH:10][CH:11]=1)[N:8]=[C:7]([Cl:12])[CH:6]=[CH:5]2.[B:13]1([B:13]2[O:17][C:16]([CH3:19])([CH3:18])[C:15]([CH3:21])([CH3:20])[O:14]2)[O:17][C:16]([CH3:19])([CH3:18])[C:15]([CH3:21])([CH3:20])[O:14]1.C([O-])(=O)C.[K+].C(Cl)Cl.